Task: Regression. Given a peptide amino acid sequence and an MHC pseudo amino acid sequence, predict their binding affinity value. This is MHC class I binding data.. Dataset: Peptide-MHC class I binding affinity with 185,985 pairs from IEDB/IMGT (1) The MHC is HLA-A23:01 with pseudo-sequence HLA-A23:01. The peptide sequence is CTPPALNCY. The binding affinity (normalized) is 0.0400. (2) The peptide sequence is LVSIFLHLV. The MHC is Mamu-A01 with pseudo-sequence Mamu-A01. The binding affinity (normalized) is 0.445. (3) The peptide sequence is LLKLWIDKV. The MHC is HLA-B08:01 with pseudo-sequence HLA-B08:01. The binding affinity (normalized) is 0.0847.